This data is from Full USPTO retrosynthesis dataset with 1.9M reactions from patents (1976-2016). The task is: Predict the reactants needed to synthesize the given product. (1) Given the product [Br:1][C:2]1[CH:9]=[CH:8][CH:7]=[CH:6][C:3]=1[CH:4]([OH:5])[C:14]([F:17])([F:16])[F:15], predict the reactants needed to synthesize it. The reactants are: [Br:1][C:2]1[CH:9]=[CH:8][CH:7]=[CH:6][C:3]=1[CH:4]=[O:5].C[Si]([C:14]([F:17])([F:16])[F:15])(C)C.O.[F-].C([N+](CCCC)(CCCC)CCCC)CCC. (2) Given the product [CH3:25][N:26]([CH2:27][CH2:28][CH2:29][S:30]([CH2:33][CH2:34][CH2:35][C:36]([F:42])([F:41])[C:37]([F:40])([F:39])[F:38])(=[O:32])=[O:31])[CH2:2][CH2:3][CH2:4][CH2:5][CH2:6][C:7]1[C:13]2[CH:14]=[CH:15][C:16]([OH:18])=[CH:17][C:12]=2[CH2:11][CH2:10][CH2:9][C:8]=1[C:19]1[CH:20]=[N:21][CH:22]=[CH:23][CH:24]=1, predict the reactants needed to synthesize it. The reactants are: Br[CH2:2][CH2:3][CH2:4][CH2:5][CH2:6][C:7]1[C:13]2[CH:14]=[CH:15][C:16]([OH:18])=[CH:17][C:12]=2[CH2:11][CH2:10][CH2:9][C:8]=1[C:19]1[CH:20]=[N:21][CH:22]=[CH:23][CH:24]=1.[CH3:25][NH:26][CH2:27][CH2:28][CH2:29][S:30]([CH2:33][CH2:34][CH2:35][C:36]([F:42])([F:41])[C:37]([F:40])([F:39])[F:38])(=[O:32])=[O:31]. (3) Given the product [CH3:1][C:2]1[N:7]=[C:6]([C:8]2[C:12]([C:13]3[CH:18]=[CH:17][N:16]=[C:15]([C:19]4[CH:26]=[CH:25][C:22]([CH2:23][N:46]5[CH2:51][CH2:50][O:49][CH2:48][CH2:47]5)=[CH:21][CH:20]=4)[CH:14]=3)=[CH:11][NH:10][N:9]=2)[CH:5]=[CH:4][CH:3]=1, predict the reactants needed to synthesize it. The reactants are: [CH3:1][C:2]1[N:7]=[C:6]([C:8]2[C:12]([C:13]3[CH:18]=[CH:17][N:16]=[C:15]([C:19]4[CH:26]=[CH:25][C:22]([CH:23]=O)=[CH:21][CH:20]=4)[CH:14]=3)=[CH:11][N:10](C(C3C=CC=CC=3)(C3C=CC=CC=3)C3C=CC=CC=3)[N:9]=2)[CH:5]=[CH:4][CH:3]=1.[NH:46]1[CH2:51][CH2:50][O:49][CH2:48][CH2:47]1.